From a dataset of Forward reaction prediction with 1.9M reactions from USPTO patents (1976-2016). Predict the product of the given reaction. (1) Given the reactants Cl[C:2]1[CH:7]=[C:6]([C:8]2[CH:9]=[N:10][CH:11]=[CH:12][CH:13]=2)[N:5]=[C:4]([C:14]2[CH:19]=[CH:18][CH:17]=[CH:16][N:15]=2)[N:3]=1.[NH2:20][CH2:21][CH2:22][C:23]1[CH:28]=[CH:27][C:26]([OH:29])=[CH:25][CH:24]=1.CCN(C(C)C)C(C)C, predict the reaction product. The product is: [N:10]1[CH:11]=[CH:12][CH:13]=[C:8]([C:6]2[N:5]=[C:4]([C:14]3[CH:19]=[CH:18][CH:17]=[CH:16][N:15]=3)[N:3]=[C:2]([NH:20][CH2:21][CH2:22][C:23]3[CH:28]=[CH:27][C:26]([OH:29])=[CH:25][CH:24]=3)[CH:7]=2)[CH:9]=1. (2) Given the reactants N1C2C(=CC=CC=2O)C=CC=1.C(=O)([O-])[O-].[K+].[K+].[CH3:18][C:19]1[NH:20][CH:21]=[CH:22][N:23]=1.I[C:25]1[CH:30]=[CH:29][C:28]([O:31][CH3:32])=[CH:27][CH:26]=1, predict the reaction product. The product is: [CH3:32][O:31][C:28]1[CH:29]=[CH:30][C:25]([N:20]2[CH:21]=[CH:22][N:23]=[C:19]2[CH3:18])=[CH:26][CH:27]=1. (3) Given the reactants [C:1]([CH:3]([C:11]#[N:12])[C:4]([CH3:10])([CH3:9])[C:5](OC)=[O:6])#[N:2].CC(C)([O-])C.[K+].[CH:19]1([CH2:24][N:25]2[C:29]3=[N:30][CH:31]=[C:32]([F:34])[CH:33]=[C:28]3[C:27]([C:35](=[NH:37])[NH2:36])=[N:26]2)[CH2:23][CH2:22][CH2:21][CH2:20]1, predict the reaction product. The product is: [NH2:2][C:1]1[C:3]2[C:4]([CH3:10])([CH3:9])[C:5](=[O:6])[NH:12][C:11]=2[N:37]=[C:35]([C:27]2[C:28]3[C:29](=[N:30][CH:31]=[C:32]([F:34])[CH:33]=3)[N:25]([CH2:24][CH:19]3[CH2:20][CH2:21][CH2:22][CH2:23]3)[N:26]=2)[N:36]=1.